From a dataset of Reaction yield outcomes from USPTO patents with 853,638 reactions. Predict the reaction yield, written as a fraction of the theoretical maximum amount of product (1.0 means a 100% yield; for example, 0.34 means a 34% yield). The reactants are [NH2:1][C:2]1[CH:7]=[CH:6][C:5]([C:8]2[NH:12][C:11]3[CH:13]=[C:14]([C:17]4[CH:18]=[C:19]([NH2:24])[C:20]([NH2:23])=[CH:21][CH:22]=4)[CH:15]=[CH:16][C:10]=3[N:9]=2)=[CH:4][CH:3]=1.[CH:25](O)=O. The catalyst is O. The product is [NH:9]1[C:10]2[CH:16]=[CH:15][C:14]([C:17]3[CH:22]=[CH:21][C:20]4[NH:23][CH:25]=[N:24][C:19]=4[CH:18]=3)=[CH:13][C:11]=2[N:12]=[C:8]1[C:5]1[CH:4]=[CH:3][C:2]([NH2:1])=[CH:7][CH:6]=1. The yield is 0.0600.